This data is from Reaction yield outcomes from USPTO patents with 853,638 reactions. The task is: Predict the reaction yield, written as a fraction of the theoretical maximum amount of product (1.0 means a 100% yield; for example, 0.34 means a 34% yield). (1) The reactants are [CH:1]1([N:6]2[C:10]3[N:11]=[C:12]([NH2:15])[N:13]=[CH:14][C:9]=3[C:8]3[CH:16]=[CH:17][N:18]=[C:19]([F:20])[C:7]2=3)[CH2:5][CH2:4][CH2:3][CH2:2]1.Cl[C:22]1[N:27]=[CH:26][C:25]([N:28]2[CH2:33][CH:32]([CH3:34])[NH:31][CH:30]([CH3:35])[CH2:29]2)=[CH:24][CH:23]=1.C1(P(C2C=CC=CC=2)C2C3OC4C(=CC=CC=4P(C4C=CC=CC=4)C4C=CC=CC=4)C(C)(C)C=3C=CC=2)C=CC=CC=1.CC(C)([O-])C.[Na+].Cl. The catalyst is CO.C1C=CC(/C=C/C(/C=C/C2C=CC=CC=2)=O)=CC=1.C1C=CC(/C=C/C(/C=C/C2C=CC=CC=2)=O)=CC=1.C1C=CC(/C=C/C(/C=C/C2C=CC=CC=2)=O)=CC=1.[Pd].[Pd].C(OCC)C.O1CCOCC1. The product is [CH:1]1([N:6]2[C:10]3[N:11]=[C:12]([NH:15][C:22]4[CH:23]=[CH:24][C:25]([N:28]5[CH2:33][CH:32]([CH3:34])[NH:31][CH:30]([CH3:35])[CH2:29]5)=[CH:26][N:27]=4)[N:13]=[CH:14][C:9]=3[C:8]3[CH:16]=[CH:17][N:18]=[C:19]([F:20])[C:7]2=3)[CH2:2][CH2:3][CH2:4][CH2:5]1. The yield is 0.670. (2) The reactants are [Br:1][C:2]1[CH:3]=[C:4]([CH:8]=[CH:9][N:10]=1)[C:5]([OH:7])=O.CCN=C=NCCCN(C)C.Cl.[F:23][C:24]([F:34])([F:33])[C:25]1[CH:26]=[C:27]([CH:30]=[CH:31][CH:32]=1)[CH2:28][NH2:29]. The catalyst is ClCCl.CN(C)C1C=CN=CC=1. The product is [F:23][C:24]([F:33])([F:34])[C:25]1[CH:26]=[C:27]([CH:30]=[CH:31][CH:32]=1)[CH2:28][NH:29][C:5](=[O:7])[C:4]1[CH:8]=[CH:9][N:10]=[C:2]([Br:1])[CH:3]=1. The yield is 0.590. (3) The reactants are [NH2:1][C:2]1[C:11]2[C:6](=[C:7]([C:12]3[CH:13]=[C:14]([CH:18]=[CH:19][CH:20]=3)[C:15]([OH:17])=O)[CH:8]=[CH:9][CH:10]=2)[N:5]=[N:4][C:3]=1[C:21](=[O:26])[NH:22][CH2:23][CH2:24][CH3:25].[NH:27]1[CH2:30][CH2:29][CH2:28]1.CN1CCOCC1.ON1C2C=CC=CC=2N=N1.Cl.CN(C)CCCN=C=NCC. The catalyst is CN(C=O)C.O. The product is [NH2:1][C:2]1[C:11]2[C:6](=[C:7]([C:12]3[CH:20]=[CH:19][CH:18]=[C:14]([C:15]([N:27]4[CH2:30][CH2:29][CH2:28]4)=[O:17])[CH:13]=3)[CH:8]=[CH:9][CH:10]=2)[N:5]=[N:4][C:3]=1[C:21]([NH:22][CH2:23][CH2:24][CH3:25])=[O:26]. The yield is 0.820. (4) The reactants are Br[CH:2]([CH3:4])[CH3:3].[Br:5][C:6]1[CH:11]=[CH:10][C:9]([OH:12])=[C:8]([O:13][CH3:14])[CH:7]=1.C([O-])([O-])=O.[K+].[K+].CS(C)=O. The catalyst is O. The product is [Br:5][C:6]1[CH:11]=[CH:10][C:9]([O:12][CH:2]([CH3:4])[CH3:3])=[C:8]([O:13][CH3:14])[CH:7]=1. The yield is 0.940. (5) The reactants are [Br:1][C:2]1[C:11]2[C:6](=[CH:7][CH:8]=[C:9]([O:12][CH3:13])[CH:10]=2)[C:5](=O)[NH:4][CH:3]=1.O=P(Cl)(Cl)[Cl:17]. No catalyst specified. The product is [Br:1][C:2]1[C:11]2[C:6](=[CH:7][CH:8]=[C:9]([O:12][CH3:13])[CH:10]=2)[C:5]([Cl:17])=[N:4][CH:3]=1. The yield is 0.650. (6) The reactants are C[Si](C)(C)[N-][Si](C)(C)C.[Li+].[N+:11]([CH2:13]S(C1C=CC(C)=CC=1)(=O)=O)#[C-:12].[N+:24]([C:27]1[CH:32]=[CH:31][C:30](/[CH:33]=[CH:34]/[C:35]([O:37][CH2:38][CH3:39])=[O:36])=[CH:29][CH:28]=1)([O-:26])=[O:25].C(=O)(O)[O-].[Na+]. The catalyst is C1COCC1. The product is [N+:24]([C:27]1[CH:28]=[CH:29][C:30]([C:33]2[C:34]([C:35]([O:37][CH2:38][CH3:39])=[O:36])=[CH:12][NH:11][CH:13]=2)=[CH:31][CH:32]=1)([O-:26])=[O:25]. The yield is 0.620. (7) The reactants are [CH3:1][C@H:2]1[CH2:7][C@@H:6]([OH:8])[C@H:5]([C:9]([CH3:11])=C)[CH2:4][CH2:3]1.[OH:12]OS([O-])=O.[K+].[O-]S([O-])=O.[Na+].[Na+].CCOC(C)=O. The catalyst is CN(C=O)C.O=[Os](=O)(=O)=O. The product is [C:9]([C@@H:5]1[CH2:4][CH2:3][C@@H:2]([CH3:1])[CH2:7][C@H:6]1[OH:8])(=[O:12])[CH3:11]. The yield is 0.340. (8) The reactants are C([Sn](CCCC)(CCCC)[C:6]1[S:10][C:9]([C:11]2[S:12][C:13]([Sn](CCCC)(CCCC)CCCC)=[CH:14][CH:15]=2)=[CH:8][CH:7]=1)CCC.Br[C:38]1[S:39][CH:40]=[CH:41][CH:42]=1. The catalyst is CN(C=O)C.C1C=CC([P]([Pd]([P](C2C=CC=CC=2)(C2C=CC=CC=2)C2C=CC=CC=2)([P](C2C=CC=CC=2)(C2C=CC=CC=2)C2C=CC=CC=2)[P](C2C=CC=CC=2)(C2C=CC=CC=2)C2C=CC=CC=2)(C2C=CC=CC=2)C2C=CC=CC=2)=CC=1. The product is [S:39]1[CH:40]=[CH:41][CH:42]=[C:38]1[C:9]1[S:10][C:6]([C:13]2[S:12][C:11]([C:9]3[S:10][CH:6]=[CH:7][CH:8]=3)=[CH:15][CH:14]=2)=[CH:7][CH:8]=1. The yield is 0.700.